Task: Predict the reaction yield, written as a fraction of the theoretical maximum amount of product (1.0 means a 100% yield; for example, 0.34 means a 34% yield).. Dataset: Reaction yield outcomes from USPTO patents with 853,638 reactions The reactants are C([O:8][C:9]1[CH:19]=[CH:18][C:12]([C:13]([N:15]([CH3:17])[CH3:16])=[O:14])=[CH:11][C:10]=1[C:20]([NH:22][C:23]1[CH:28]=[C:27]([C:29]([F:32])([F:31])[F:30])[CH:26]=[C:25]([C:33]([F:36])([F:35])[F:34])[CH:24]=1)=[O:21])C1C=CC=CC=1.C(O)C. The catalyst is [Pd].C(OCC)(=O)C. The product is [F:30][C:29]([F:31])([F:32])[C:27]1[CH:28]=[C:23]([NH:22][C:20](=[O:21])[C:10]2[CH:11]=[C:12]([CH:18]=[CH:19][C:9]=2[OH:8])[C:13]([N:15]([CH3:17])[CH3:16])=[O:14])[CH:24]=[C:25]([C:33]([F:35])([F:34])[F:36])[CH:26]=1. The yield is 0.912.